Dataset: Full USPTO retrosynthesis dataset with 1.9M reactions from patents (1976-2016). Task: Predict the reactants needed to synthesize the given product. (1) Given the product [ClH:1].[ClH:30].[ClH:60].[Cl:30][C:31]1[CH:36]=[C:35]([C:2]2[N:3]=[C:4]3[C:9](=[CH:10][CH:11]=2)[N:8]=[CH:7][C:6]([C:12](=[O:14])[CH3:13])=[C:5]3[NH:15][C:16]2[CH:21]=[CH:20][C:19]([CH2:22][N:23]3[CH2:24][CH2:25][N:26]([CH3:29])[CH2:27][CH2:28]3)=[CH:18][CH:17]=2)[CH:34]=[C:33]([Cl:46])[C:32]=1[OH:47], predict the reactants needed to synthesize it. The reactants are: [Cl:1][C:2]1[N:3]=[C:4]2[C:9](=[CH:10][CH:11]=1)[N:8]=[CH:7][C:6]([C:12](=[O:14])[CH3:13])=[C:5]2[NH:15][C:16]1[CH:21]=[CH:20][C:19]([CH2:22][N:23]2[CH2:28][CH2:27][N:26]([CH3:29])[CH2:25][CH2:24]2)=[CH:18][CH:17]=1.[Cl:30][C:31]1[CH:36]=[C:35](B2OC(C)(C)C(C)(C)O2)[CH:34]=[C:33]([Cl:46])[C:32]=1[OH:47].C1(N)C(F)=C(F)C(F)=C(N)C=1F.[ClH:60].Cl. (2) The reactants are: Cl[C:2]1[N:7]=[C:6]([C:8]2[CH:9]=[C:10]([CH:25]=[CH:26][CH:27]=2)[CH2:11][N:12]([CH2:17][CH2:18][C:19]2[CH:20]=[N:21][CH:22]=[CH:23][CH:24]=2)[S:13]([CH3:16])(=[O:15])=[O:14])[CH:5]=[CH:4][N:3]=1.[NH2:28][CH2:29][CH2:30][C:31]1[CH:36]=[CH:35][C:34]([OH:37])=[CH:33][CH:32]=1. Given the product [OH:37][C:34]1[CH:35]=[CH:36][C:31]([CH2:30][CH2:29][NH:28][C:2]2[N:7]=[C:6]([C:8]3[CH:9]=[C:10]([CH:25]=[CH:26][CH:27]=3)[CH2:11][N:12]([CH2:17][CH2:18][C:19]3[CH:20]=[N:21][CH:22]=[CH:23][CH:24]=3)[S:13]([CH3:16])(=[O:15])=[O:14])[CH:5]=[CH:4][N:3]=2)=[CH:32][CH:33]=1, predict the reactants needed to synthesize it.